Dataset: Reaction yield outcomes from USPTO patents with 853,638 reactions. Task: Predict the reaction yield, written as a fraction of the theoretical maximum amount of product (1.0 means a 100% yield; for example, 0.34 means a 34% yield). (1) The reactants are [CH2:1]([O:3][C:4]1[CH:11]=[CH:10][C:7]([CH:8]=O)=[CH:6][CH:5]=1)[CH3:2].[CH2:12]([NH2:18])[C:13]1[O:17][CH:16]=[CH:15][CH:14]=1.COC(OC)OC.[BH4-].[Na+]. The catalyst is CO.CC(O)=O. The product is [CH2:1]([O:3][C:4]1[CH:11]=[CH:10][C:7]([CH2:8][NH:18][CH2:12][C:13]2[O:17][CH:16]=[CH:15][CH:14]=2)=[CH:6][CH:5]=1)[CH3:2]. The yield is 0.800. (2) The reactants are [NH2:1][C:2]1[N:7]=[CH:6][C:5]([C:8]2[N:13]=[C:12](Cl)[N:11]=[C:10]([CH:15]3[CH2:18][C:17](=[O:19])[CH2:16]3)[CH:9]=2)=[CH:4][C:3]=1[O:20][CH:21]([F:23])[F:22].Cl.[F:25][C:26]1([F:31])[CH2:30][CH2:29][NH:28][CH2:27]1.C(=O)([O-])[O-].[K+].[K+]. The catalyst is CS(C)=O. The product is [NH2:1][C:2]1[N:7]=[CH:6][C:5]([C:8]2[N:13]=[C:12]([N:28]3[CH2:29][CH2:30][C:26]([F:31])([F:25])[CH2:27]3)[N:11]=[C:10]([CH:15]3[CH2:18][C:17](=[O:19])[CH2:16]3)[CH:9]=2)=[CH:4][C:3]=1[O:20][CH:21]([F:23])[F:22]. The yield is 0.290. (3) The reactants are [Cl-].[Al+3].[Cl-].[Cl-].[F:5][C:6]1[CH:11]=[CH:10][CH:9]=[C:8]([F:12])[CH:7]=1.[C:13]([N:16]1[CH2:21][CH2:20][CH:19]([C:22](Cl)=[O:23])[CH2:18][CH2:17]1)(=[O:15])[CH3:14]. The catalyst is CCCCC. The product is [F:5][C:6]1[CH:7]=[C:8]([F:12])[CH:9]=[CH:10][C:11]=1[C:22]([CH:19]1[CH2:18][CH2:17][N:16]([C:13](=[O:15])[CH3:14])[CH2:21][CH2:20]1)=[O:23]. The yield is 0.470. (4) The reactants are [CH3:1][O:2][C:3]1[CH:27]=[CH:26][C:6]([CH2:7][NH:8][C:9]2[CH:14]=[C:13]([O:15][C:16]3[CH:21]=[CH:20][C:19]([N+:22]([O-])=O)=[CH:18][C:17]=3[F:25])[N:12]=[CH:11][N:10]=2)=[CH:5][CH:4]=1.[Cl-].[NH4+]. The catalyst is [Zn].CO.C1COCC1. The product is [CH3:1][O:2][C:3]1[CH:4]=[CH:5][C:6]([CH2:7][NH:8][C:9]2[CH:14]=[C:13]([O:15][C:16]3[CH:21]=[CH:20][C:19]([NH2:22])=[CH:18][C:17]=3[F:25])[N:12]=[CH:11][N:10]=2)=[CH:26][CH:27]=1. The yield is 0.990. (5) The reactants are [Br:1][C:2]1[CH:3]=[C:4]2[C:9](=[CH:10][CH:11]=1)[N:8]=[CH:7][C:6]([C:12]([CH:14]1[CH2:16][CH2:15]1)=[O:13])=[C:5]2Cl.[N:18]1([CH2:23][CH2:24][C:25]2[CH:26]=[C:27]([CH:29]=[CH:30][CH:31]=2)[NH2:28])[CH2:22][CH2:21][CH2:20][CH2:19]1. The product is [Br:1][C:2]1[CH:3]=[C:4]2[C:9](=[CH:10][CH:11]=1)[N:8]=[CH:7][C:6]([C:12]([CH:14]1[CH2:16][CH2:15]1)=[O:13])=[C:5]2[NH:28][C:27]1[CH:29]=[CH:30][CH:31]=[C:25]([CH2:24][CH2:23][N:18]2[CH2:19][CH2:20][CH2:21][CH2:22]2)[CH:26]=1. No catalyst specified. The yield is 0.740. (6) The reactants are [OH:1][C:2]1[C:7]([O:8][CH2:9][CH2:10][O:11][CH2:12][CH2:13][O:14][CH2:15][CH2:16][O:17][CH3:18])=[CH:6][CH:5]=[CH:4][C:3]=1[C:19]1[S:20][CH2:21][C@:22]([CH3:27])([C:24]([OH:26])=[O:25])[N:23]=1.I[CH:29]([CH3:31])[CH3:30].C(N(CC)C(C)C)(C)C. The catalyst is CN(C)C=O. The product is [OH:1][C:2]1[C:7]([O:8][CH2:9][CH2:10][O:11][CH2:12][CH2:13][O:14][CH2:15][CH2:16][O:17][CH3:18])=[CH:6][CH:5]=[CH:4][C:3]=1[C:19]1[S:20][CH2:21][C@:22]([CH3:27])([C:24]([O:26][CH:29]([CH3:31])[CH3:30])=[O:25])[N:23]=1. The yield is 0.270. (7) The reactants are FC(F)(F)S(O[C:7]1[CH2:12][CH2:11][C:10]([C:14]2[C:19]([Cl:20])=[CH:18][CH:17]=[CH:16][N:15]=2)([F:13])[CH2:9][CH:8]=1)(=O)=O.[F:23][C:24]([F:33])([F:32])[C:25]1[CH:31]=CC(N)=[CH:27][CH:26]=1.C([N:36]([CH2:39]C)[CH2:37][CH3:38])C.C1(P(C2CCCCC2)C2C=CC=CC=2C2C=CC=CC=2N(C)C)CCCCC1.[C]=[O:70]. The catalyst is CN(C)C=O.ClCCl.C([O-])(=O)C.[Pd+2].C([O-])(=O)C.C(OCC)(=O)C. The product is [Cl:20][C:19]1[C:14]([C:10]2([F:13])[CH2:11][CH2:12][C:7]([C:39]([NH:36][C:37]3[CH:38]=[CH:31][C:25]([C:24]([F:33])([F:32])[F:23])=[CH:26][CH:27]=3)=[O:70])=[CH:8][CH2:9]2)=[N:15][CH:16]=[CH:17][CH:18]=1. The yield is 0.810. (8) The reactants are [Br:1]N1C(=O)CCC1=O.[CH3:9][O:10][C:11]1[N:12]=[C:13]2[C:18](=[CH:19][CH:20]=1)[N:17]=[CH:16][CH:15]=[C:14]2[OH:21]. The catalyst is C(O)(=O)C. The product is [Br:1][C:15]1[CH:16]=[N:17][C:18]2[C:13]([C:14]=1[OH:21])=[N:12][C:11]([O:10][CH3:9])=[CH:20][CH:19]=2. The yield is 0.970. (9) The reactants are Br[C:2]1[CH:7]=[C:6]([F:8])[CH:5]=[C:4]([Br:9])[CH:3]=1.[CH3:10][N:11]1[CH2:16][CH2:15][CH:14]([NH:17][CH3:18])[CH2:13][CH2:12]1.CC(C)([O-])C.[Na+].C1(C)C=CC=CC=1. The catalyst is C(OCC)(=O)C.C1C=CC(/C=C/C(/C=C/C2C=CC=CC=2)=O)=CC=1.C1C=CC(/C=C/C(/C=C/C2C=CC=CC=2)=O)=CC=1.C1C=CC(/C=C/C(/C=C/C2C=CC=CC=2)=O)=CC=1.[Pd].[Pd].C1(P(C2C=CC=CC=2)C2C=CC3C(=CC=CC=3)C=2C2C3C(=CC=CC=3)C=CC=2P(C2C=CC=CC=2)C2C=CC=CC=2)C=CC=CC=1. The product is [CH3:10][N:11]1[CH2:16][CH2:15][CH:14]([NH:17][CH2:18][C:2]2[CH:7]=[C:6]([F:8])[CH:5]=[C:4]([Br:9])[CH:3]=2)[CH2:13][CH2:12]1. The yield is 0.550. (10) The reactants are [CH3:1][C:2]1[NH:6][C:5]2[C:7]([C:17]([O:19][CH3:20])=[O:18])=[CH:8][C:9]([N:11]3[CH2:16][CH2:15][O:14][CH2:13][CH2:12]3)=[CH:10][C:4]=2[N:3]=1.[C:21]([O-])([O-])=O.[K+].[K+].BrC[C:29]1[CH:38]=[CH:37][CH:36]=[C:35]2[C:30]=1[CH:31]=[CH:32][CH:33]=[N:34]2.O. The catalyst is CN(C=O)C. The product is [CH3:1][C:2]1[N:3]([CH2:21][C:36]2[CH:37]=[CH:38][CH:29]=[C:30]3[C:35]=2[N:34]=[CH:33][CH:32]=[CH:31]3)[C:4]2[CH:10]=[C:9]([N:11]3[CH2:12][CH2:13][O:14][CH2:15][CH2:16]3)[CH:8]=[C:7]([C:17]([O:19][CH3:20])=[O:18])[C:5]=2[N:6]=1. The yield is 0.240.